From a dataset of Forward reaction prediction with 1.9M reactions from USPTO patents (1976-2016). Predict the product of the given reaction. (1) Given the reactants [F:1][C:2]1[C:7]([F:8])=[CH:6][C:5]([C:9]2[CH:14]=[CH:13][C:12]([O:15][CH2:16][C:17]3[CH:18]=[CH:19][C:20]4[O:24][N:23]=[C:22]([N:25]([CH2:30][C:31]([OH:33])=[O:32])[CH2:26]COC)[C:21]=4[CH:34]=3)=[CH:11][CH:10]=2)=[C:4]([O:35][CH3:36])[CH:3]=1.C(OC(=O)CN(C1C2C=CC=C(COC3C=CC(C4C=C(F)C(F)=CC=4OC)=CC=3)C=2ON=1)C)C, predict the reaction product. The product is: [F:1][C:2]1[C:7]([F:8])=[CH:6][C:5]([C:9]2[CH:10]=[CH:11][C:12]([O:15][CH2:16][C:17]3[C:34]4[O:24][N:23]=[C:22]([N:25]([CH2:30][C:31]([OH:33])=[O:32])[CH3:26])[C:21]=4[CH:20]=[CH:19][CH:18]=3)=[CH:13][CH:14]=2)=[C:4]([O:35][CH3:36])[CH:3]=1. (2) Given the reactants [CH3:1][C:2]1[CH:7]=[CH:6][CH:5]=[C:4]([C:8]#[C:9][Si](C)(C)C)[N:3]=1.C(=O)([O-])[O-].[K+].[K+], predict the reaction product. The product is: [C:8]([C:4]1[CH:5]=[CH:6][CH:7]=[C:2]([CH3:1])[N:3]=1)#[CH:9]. (3) Given the reactants [OH:1][CH:2]1[CH2:7][CH2:6][N:5]([C:8]2[S:12][C:11]([CH:13]=O)=[CH:10][CH:9]=2)[CH2:4][CH2:3]1.[CH3:15][O:16][C:17]1[CH:18]=[C:19]([CH:23]=[CH:24][C:25]=1[O:26][CH3:27])[CH2:20][C:21]#[N:22], predict the reaction product. The product is: [CH3:15][O:16][C:17]1[CH:18]=[C:19](/[C:20](=[CH:13]/[C:11]2[S:12][C:8]([N:5]3[CH2:4][CH2:3][CH:2]([OH:1])[CH2:7][CH2:6]3)=[CH:9][CH:10]=2)/[C:21]#[N:22])[CH:23]=[CH:24][C:25]=1[O:26][CH3:27]. (4) Given the reactants Cl[C:2]1[C:3]([N+:9]([O-:11])=[O:10])=[C:4]([CH:6]=[CH:7][CH:8]=1)[NH2:5].C(=O)([O-])[O-].[K+].[K+].[N:18]1([CH:24]2[CH2:29][CH2:28][NH:27][CH2:26][CH2:25]2)[CH2:23][CH2:22][CH2:21][CH2:20][CH2:19]1, predict the reaction product. The product is: [N:18]1([CH:24]2[CH2:29][CH2:28][N:27]([C:2]3[C:3]([N+:9]([O-:11])=[O:10])=[C:4]([CH:6]=[CH:7][CH:8]=3)[NH2:5])[CH2:26][CH2:25]2)[CH2:23][CH2:22][CH2:21][CH2:20][CH2:19]1.